Dataset: Retrosynthesis with 50K atom-mapped reactions and 10 reaction types from USPTO. Task: Predict the reactants needed to synthesize the given product. Given the product CC(=O)Oc1ccc(C[C@H](N)C(=O)OCc2ccccc2)cc1, predict the reactants needed to synthesize it. The reactants are: CC(=O)Oc1ccc(C[C@H](NC(=O)OC(C)(C)C)C(=O)OCc2ccccc2)cc1.